From a dataset of Merck oncology drug combination screen with 23,052 pairs across 39 cell lines. Regression. Given two drug SMILES strings and cell line genomic features, predict the synergy score measuring deviation from expected non-interaction effect. (1) Drug 1: O=S1(=O)NC2(CN1CC(F)(F)F)C1CCC2Cc2cc(C=CCN3CCC(C(F)(F)F)CC3)ccc2C1. Drug 2: CCc1cnn2c(NCc3ccc[n+]([O-])c3)cc(N3CCCCC3CCO)nc12. Cell line: SW837. Synergy scores: synergy=-12.4. (2) Drug 1: O=c1[nH]cc(F)c(=O)[nH]1. Drug 2: CNC(=O)c1cc(Oc2ccc(NC(=O)Nc3ccc(Cl)c(C(F)(F)F)c3)cc2)ccn1. Cell line: A375. Synergy scores: synergy=1.31. (3) Drug 2: Cn1c(=O)n(-c2ccc(C(C)(C)C#N)cc2)c2c3cc(-c4cnc5ccccc5c4)ccc3ncc21. Synergy scores: synergy=17.2. Drug 1: CCC1(O)C(=O)OCc2c1cc1n(c2=O)Cc2cc3c(CN(C)C)c(O)ccc3nc2-1. Cell line: SW620. (4) Cell line: MDAMB436. Drug 2: COC1CC2CCC(C)C(O)(O2)C(=O)C(=O)N2CCCCC2C(=O)OC(C(C)CC2CCC(OP(C)(C)=O)C(OC)C2)CC(=O)C(C)C=C(C)C(O)C(OC)C(=O)C(C)CC(C)C=CC=CC=C1C. Synergy scores: synergy=-3.44. Drug 1: CCC1(O)CC2CN(CCc3c([nH]c4ccccc34)C(C(=O)OC)(c3cc4c(cc3OC)N(C)C3C(O)(C(=O)OC)C(OC(C)=O)C5(CC)C=CCN6CCC43C65)C2)C1. (5) Drug 1: O=S1(=O)NC2(CN1CC(F)(F)F)C1CCC2Cc2cc(C=CCN3CCC(C(F)(F)F)CC3)ccc2C1. Drug 2: CCN(CC)CCNC(=O)c1c(C)[nH]c(C=C2C(=O)Nc3ccc(F)cc32)c1C. Cell line: RKO. Synergy scores: synergy=-2.62. (6) Drug 1: O=C(O)C1(Cc2cccc(Nc3nccs3)n2)CCC(Oc2cccc(Cl)c2F)CC1. Drug 2: COC1CC2CCC(C)C(O)(O2)C(=O)C(=O)N2CCCCC2C(=O)OC(C(C)CC2CCC(OP(C)(C)=O)C(OC)C2)CC(=O)C(C)C=C(C)C(O)C(OC)C(=O)C(C)CC(C)C=CC=CC=C1C. Cell line: SKMES1. Synergy scores: synergy=-1.70. (7) Drug 1: O=C(CCCCCCC(=O)Nc1ccccc1)NO. Drug 2: Cn1c(=O)n(-c2ccc(C(C)(C)C#N)cc2)c2c3cc(-c4cnc5ccccc5c4)ccc3ncc21. Cell line: ZR751. Synergy scores: synergy=2.55. (8) Drug 1: CN(Cc1cnc2nc(N)nc(N)c2n1)c1ccc(C(=O)NC(CCC(=O)O)C(=O)O)cc1. Drug 2: CC(C)CC(NC(=O)C(Cc1ccccc1)NC(=O)c1cnccn1)B(O)O. Cell line: NCIH1650. Synergy scores: synergy=-28.3.